Binary Classification. Given a drug SMILES string, predict its activity (active/inactive) in a high-throughput screening assay against a specified biological target. From a dataset of Orexin1 receptor HTS with 218,158 compounds and 233 confirmed actives. (1) The compound is O=C(NCCCCCCCC)/C(=C\c1c([N+]([O-])=O)cccc1)C#N. The result is 0 (inactive). (2) The drug is O=C(N1CCCCCC1)CNC(=O)Cc1ccccc1. The result is 0 (inactive). (3) The molecule is S([O-])(=O)(=O)c1oc(cc1)/C=N/NC(=O)c1cc2OCOc2cc1. The result is 0 (inactive). (4) The molecule is O=C(NCCC=1CCCCC1)c1cc2nnn(c2cc1)C. The result is 0 (inactive). (5) The drug is O(c1ccc(c2cc(ccc2)C(=O)NCC(O)=O)cc1)C(=O)C. The result is 0 (inactive). (6) The compound is OC(=O)CCc1c(n2ncnc2nc1C)C. The result is 0 (inactive). (7) The molecule is OC(=O)c1cc2c(c([nH]c2cc1)C)C. The result is 0 (inactive). (8) The drug is Clc1ccc(NC(=O)/N=C2\N(Cc3c2cccc3)c2ccc(cc2)C#N)cc1. The result is 0 (inactive).